From a dataset of Reaction yield outcomes from USPTO patents with 853,638 reactions. Predict the reaction yield, written as a fraction of the theoretical maximum amount of product (1.0 means a 100% yield; for example, 0.34 means a 34% yield). The reactants are C(OC([N:8]1[CH2:13][CH2:12][N:11]([C:14]2[C:15]3[C:22]([C:23]4[S:24][CH:25]=[CH:26][CH:27]=4)=[CH:21][N:20]([S:28]([C:31]4[CH:36]=[CH:35][CH:34]=[CH:33][CH:32]=4)(=[O:30])=[O:29])[C:16]=3[N:17]=[CH:18][N:19]=2)[CH2:10][CH2:9]1)=O)(C)(C)C.[ClH:37].O1CCOCC1. The catalyst is O1CCOCC1.CCOCC. The product is [ClH:37].[ClH:37].[C:31]1([S:28]([N:20]2[C:16]3[N:17]=[CH:18][N:19]=[C:14]([N:11]4[CH2:10][CH2:9][NH:8][CH2:13][CH2:12]4)[C:15]=3[C:22]([C:23]3[S:24][CH:25]=[CH:26][CH:27]=3)=[CH:21]2)(=[O:30])=[O:29])[CH:32]=[CH:33][CH:34]=[CH:35][CH:36]=1. The yield is 0.950.